This data is from Full USPTO retrosynthesis dataset with 1.9M reactions from patents (1976-2016). The task is: Predict the reactants needed to synthesize the given product. (1) Given the product [CH3:16][Si:15]([CH3:18])([CH3:17])[CH2:14][CH2:13][O:12][CH2:11][N:4]1[C:5]2=[N:6][CH:7]=[CH:8][CH:9]=[C:10]2[C:2]([C:27]2[CH2:32][CH2:31][N:30]([C:33]([O:35][C:36]([CH3:39])([CH3:38])[CH3:37])=[O:34])[CH2:29][CH:28]=2)=[N:3]1, predict the reactants needed to synthesize it. The reactants are: I[C:2]1[C:10]2[C:5](=[N:6][CH:7]=[CH:8][CH:9]=2)[N:4]([CH2:11][O:12][CH2:13][CH2:14][Si:15]([CH3:18])([CH3:17])[CH3:16])[N:3]=1.CC1(C)C(C)(C)OB([C:27]2[CH2:32][CH2:31][N:30]([C:33]([O:35][C:36]([CH3:39])([CH3:38])[CH3:37])=[O:34])[CH2:29][CH:28]=2)O1.C([O-])([O-])=O.[Cs+].[Cs+].O. (2) Given the product [F:58][C:59]1[CH:60]=[CH:61][C:62]([O:65][C:66]2[CH:72]=[CH:71][C:69]([NH:70][C:2]3[CH:3]=[N:4][C:5]([S:8][CH3:9])=[N:6][CH:7]=3)=[CH:68][CH:67]=2)=[N:63][CH:64]=1, predict the reactants needed to synthesize it. The reactants are: Br[C:2]1[CH:3]=[N:4][C:5]([S:8][CH3:9])=[N:6][CH:7]=1.C1(P(C2C=CC=CC=2)C2C3OC4C(=CC=CC=4P(C4C=CC=CC=4)C4C=CC=CC=4)C(C)(C)C=3C=CC=2)C=CC=CC=1.C(=O)([O-])[O-].[Cs+].[Cs+].[F:58][C:59]1[CH:60]=[CH:61][C:62]([O:65][C:66]2[CH:72]=[CH:71][C:69]([NH2:70])=[CH:68][CH:67]=2)=[N:63][CH:64]=1.[NH4+].[Cl-]. (3) Given the product [CH3:25][O:24][C:10]1[CH:11]=[C:12]2[C:7](=[C:8]([N:26]3[CH2:32][CH2:31][CH2:30][N:29]([CH3:33])[CH2:28][CH2:27]3)[CH:9]=1)[NH:6][C:5]([C:3]([OH:4])=[O:2])=[CH:14][C:13]2=[O:15], predict the reactants needed to synthesize it. The reactants are: C[O:2][C:3]([C:5]1[CH:14]=[C:13]([O:15]COCC[Si](C)(C)C)[C:12]2[C:7](=[C:8]([N:26]3[CH2:32][CH2:31][CH2:30][N:29]([CH3:33])[CH2:28][CH2:27]3)[CH:9]=[C:10]([O:24][CH3:25])[CH:11]=2)[N:6]=1)=[O:4].O1CCCC1.O.[OH-].[Li+].Cl. (4) Given the product [CH3:22][N:23]([CH3:37])[C:24]1([C:31]2[CH:32]=[CH:33][CH:34]=[CH:35][CH:36]=2)[CH2:25][CH2:26][CH:27]([NH:2][C@@H:3]([CH2:4][C:5]2[C:13]3[C:8](=[CH:9][CH:10]=[CH:11][CH:12]=3)[NH:7][CH:6]=2)[C:14]([NH2:16])=[O:15])[CH2:28][CH2:29]1, predict the reactants needed to synthesize it. The reactants are: Cl.[NH2:2][C@H:3]([C:14]([NH2:16])=[O:15])[CH2:4][C:5]1[C:13]2[C:8](=[CH:9][CH:10]=[CH:11][CH:12]=2)[NH:7][CH:6]=1.C([O-])(O)=O.[Na+].[CH3:22][N:23]([CH3:37])[C:24]1([C:31]2[CH:36]=[CH:35][CH:34]=[CH:33][CH:32]=2)[CH2:29][CH2:28][C:27](=O)[CH2:26][CH2:25]1.C(O)(=O)C.[O-]S([O-])(=O)=O.[Na+].[Na+].[BH-](OC(C)=O)(OC(C)=O)OC(C)=O.[Na+].